Dataset: Peptide-MHC class I binding affinity with 185,985 pairs from IEDB/IMGT. Task: Regression. Given a peptide amino acid sequence and an MHC pseudo amino acid sequence, predict their binding affinity value. This is MHC class I binding data. The peptide sequence is KPRSQMETDF. The MHC is HLA-B35:01 with pseudo-sequence HLA-B35:01. The binding affinity (normalized) is 0.0871.